Dataset: Peptide-MHC class II binding affinity with 134,281 pairs from IEDB. Task: Regression. Given a peptide amino acid sequence and an MHC pseudo amino acid sequence, predict their binding affinity value. This is MHC class II binding data. (1) The peptide sequence is PFVDVGVSALLLAAGCW. The MHC is DRB1_0405 with pseudo-sequence DRB1_0405. The binding affinity (normalized) is 0.154. (2) The MHC is HLA-DPA10201-DPB10101 with pseudo-sequence HLA-DPA10201-DPB10101. The binding affinity (normalized) is 0.495. The peptide sequence is AKAIITPVVFYRSGT.